Dataset: Peptide-MHC class I binding affinity with 185,985 pairs from IEDB/IMGT. Task: Regression. Given a peptide amino acid sequence and an MHC pseudo amino acid sequence, predict their binding affinity value. This is MHC class I binding data. (1) The peptide sequence is MLLVHYAII. The MHC is HLA-A02:17 with pseudo-sequence HLA-A02:17. The binding affinity (normalized) is 0.375. (2) The peptide sequence is SLREWLLRI. The MHC is HLA-A01:01 with pseudo-sequence HLA-A01:01. The binding affinity (normalized) is 0. (3) The peptide sequence is LASAIQKAHE. The MHC is HLA-B57:01 with pseudo-sequence HLA-B57:01. The binding affinity (normalized) is 0.152. (4) The peptide sequence is CVTLNCKDV. The MHC is H-2-Db with pseudo-sequence H-2-Db. The binding affinity (normalized) is 0. (5) The peptide sequence is RADEINAIL. The MHC is HLA-A02:03 with pseudo-sequence HLA-A02:03. The binding affinity (normalized) is 0.0847. (6) The peptide sequence is EPRVQLVPL. The MHC is HLA-B18:01 with pseudo-sequence HLA-B18:01. The binding affinity (normalized) is 0.213. (7) The peptide sequence is GQFNRYAAM. The MHC is HLA-A02:06 with pseudo-sequence HLA-A02:06. The binding affinity (normalized) is 1.00. (8) The peptide sequence is HALLNATTY. The MHC is H-2-Db with pseudo-sequence H-2-Db. The binding affinity (normalized) is 0.404. (9) The peptide sequence is RHYSASFKK. The MHC is HLA-A69:01 with pseudo-sequence HLA-A69:01. The binding affinity (normalized) is 0.0847. (10) The peptide sequence is YPGIKVRQL. The MHC is HLA-B35:01 with pseudo-sequence HLA-B35:01. The binding affinity (normalized) is 0.